This data is from Full USPTO retrosynthesis dataset with 1.9M reactions from patents (1976-2016). The task is: Predict the reactants needed to synthesize the given product. (1) Given the product [CH2:21]1[C:22]2([CH2:29][CH2:28][NH:27][CH2:26][CH2:25]2)[CH2:23][CH2:24][N:20]1[C:18]([C:15]1[CH:16]=[C:17]2[C:12]([CH2:11][CH2:10][CH:9]2[NH:8][C:6](=[O:7])[C:5]2[CH:36]=[CH:37][CH:38]=[CH:39][C:4]=2[Cl:3])=[CH:13][CH:14]=1)=[O:19], predict the reactants needed to synthesize it. The reactants are: [OH-].[K+].[Cl:3][C:4]1[CH:39]=[CH:38][CH:37]=[CH:36][C:5]=1[C:6]([NH:8][CH:9]1[C:17]2[C:12](=[CH:13][CH:14]=[C:15]([C:18]([N:20]3[CH2:24][CH2:23][C:22]4([CH2:29][CH2:28][N:27](C(=O)C(F)(F)F)[CH2:26][CH2:25]4)[CH2:21]3)=[O:19])[CH:16]=2)[CH2:11][CH2:10]1)=[O:7]. (2) Given the product [CH:30]([C:27]1[N:26]=[C:25]([N:22]2[CH2:23][CH2:24][CH:19]([N:16]3[C:12]4=[N:13][CH:14]=[N:15][C:10]([O:1][C:2]5[C:3]([CH3:8])=[N:4][CH:5]=[CH:6][CH:7]=5)=[C:11]4[CH:18]=[N:17]3)[CH2:20][CH2:21]2)[O:29][N:28]=1)([CH3:32])[CH3:31], predict the reactants needed to synthesize it. The reactants are: [OH:1][C:2]1[C:3]([CH3:8])=[N:4][CH:5]=[CH:6][CH:7]=1.Cl[C:10]1[N:15]=[CH:14][N:13]=[C:12]2[N:16]([CH:19]3[CH2:24][CH2:23][N:22]([C:25]4[O:29][N:28]=[C:27]([CH:30]([CH3:32])[CH3:31])[N:26]=4)[CH2:21][CH2:20]3)[N:17]=[CH:18][C:11]=12.C(=O)([O-])[O-].[K+].[K+].